From a dataset of Peptide-MHC class II binding affinity with 134,281 pairs from IEDB. Regression. Given a peptide amino acid sequence and an MHC pseudo amino acid sequence, predict their binding affinity value. This is MHC class II binding data. (1) The peptide sequence is KKWKYLNAVSLCILTIN. The MHC is DRB1_1301 with pseudo-sequence DRB1_1301. The binding affinity (normalized) is 0.326. (2) The peptide sequence is EWVAMTKGEGGVWTF. The MHC is DRB1_1302 with pseudo-sequence DRB1_1302. The binding affinity (normalized) is 0. (3) The peptide sequence is EKKYFAATQFSPLAA. The MHC is DRB1_1602 with pseudo-sequence DRB1_1602. The binding affinity (normalized) is 0.799. (4) The peptide sequence is YLGFVQDAATYAVTT. The MHC is HLA-DPA10201-DPB10501 with pseudo-sequence HLA-DPA10201-DPB10501. The binding affinity (normalized) is 0.233. (5) The peptide sequence is GELQIVDKIDYAFKI. The MHC is DRB1_1302 with pseudo-sequence DRB1_1302. The binding affinity (normalized) is 0.821. (6) The peptide sequence is AFIYKLLELLAERDD. The binding affinity (normalized) is 0.146. The MHC is DRB1_0701 with pseudo-sequence DRB1_0701. (7) The peptide sequence is AEHQAIVRDVLAAGD. The MHC is HLA-DPA10201-DPB11401 with pseudo-sequence HLA-DPA10201-DPB11401. The binding affinity (normalized) is 0. (8) The peptide sequence is AVWVDGKARTAWVDS. The MHC is HLA-DQA10104-DQB10503 with pseudo-sequence HLA-DQA10104-DQB10503. The binding affinity (normalized) is 0.575. (9) The peptide sequence is LGASPYKLGPSPKAR. The MHC is DRB3_0101 with pseudo-sequence DRB3_0101. The binding affinity (normalized) is 0.412.